This data is from Forward reaction prediction with 1.9M reactions from USPTO patents (1976-2016). The task is: Predict the product of the given reaction. (1) Given the reactants [Cl-:1].[Mg+2:2].[Cl-].[OH:4][CH2:5][C@@H:6]([C@H:8]([C@@H:10]([C@@H:12]([CH2:14][OH:15])[OH:13])[OH:11])[OH:9])[OH:7].Cl, predict the reaction product. The product is: [Cl-:1].[Mg+2:2].[Cl-:1].[OH:15][CH2:14][C@@H:12]([C@H:10]([C@@H:8]([C@@H:6]([CH2:5][OH:4])[OH:7])[OH:9])[OH:11])[OH:13]. (2) Given the reactants [C:1]([N:4]1[C:12]2[C:7](=[CH:8][C:9]([C:13](=[O:15])[CH3:14])=[CH:10][CH:11]=2)[CH2:6][CH2:5]1)(=[O:3])[CH3:2].CO[CH:18](OC)[N:19]([CH3:21])[CH3:20], predict the reaction product. The product is: [C:1]([N:4]1[C:12]2[C:7](=[CH:8][C:9]([C:13](=[O:15])/[CH:14]=[CH:18]/[N:19]([CH3:21])[CH3:20])=[CH:10][CH:11]=2)[CH2:6][CH2:5]1)(=[O:3])[CH3:2]. (3) Given the reactants [OH:1][C:2]1[CH:10]=[CH:9][C:8]([O:11][C:12]2[CH:17]=[CH:16][CH:15]=[CH:14][CH:13]=2)=[CH:7][C:3]=1[CH:4]=[N:5]O, predict the reaction product. The product is: [OH:1][C:2]1[CH:10]=[CH:9][C:8]([O:11][C:12]2[CH:13]=[CH:14][CH:15]=[CH:16][CH:17]=2)=[CH:7][C:3]=1[C:4]#[N:5]. (4) Given the reactants [CH:1]([C:3]1[O:7][C:6]([C:8]2[C:9]([NH:17][C:18]3[C:19]([CH3:27])=[C:20]4[C:24](=[CH:25][CH:26]=3)[NH:23][CH:22]=[CH:21]4)=[C:10]([C:15]#[N:16])[CH:11]=[N:12][C:13]=2[CH3:14])=[CH:5][CH:4]=1)=O.[CH3:28][N:29]1[CH2:34][CH2:33][NH:32][CH2:31][CH2:30]1.C(O[BH-](OC(=O)C)OC(=O)C)(=O)C.[Na+], predict the reaction product. The product is: [CH3:14][C:13]1[N:12]=[CH:11][C:10]([C:15]#[N:16])=[C:9]([NH:17][C:18]2[C:19]([CH3:27])=[C:20]3[C:24](=[CH:25][CH:26]=2)[NH:23][CH:22]=[CH:21]3)[C:8]=1[C:6]1[O:7][C:3]([CH2:1][N:32]2[CH2:33][CH2:34][N:29]([CH3:28])[CH2:30][CH2:31]2)=[CH:4][CH:5]=1. (5) The product is: [Br:18][CH2:19][CH2:20][CH2:21][CH2:22][CH2:23][CH2:24][CH2:25][C:17]#[C:16][CH2:15][CH2:14][CH2:13][O:12][CH:7]1[CH2:8][CH2:9][CH2:10][CH2:11][O:6]1. Given the reactants [Li]CCCC.[O:6]1[CH2:11][CH2:10][CH2:9][CH2:8][CH:7]1[O:12][CH2:13][CH2:14][CH2:15][C:16]#[CH:17].[Br:18][CH2:19][CH2:20][CH2:21][CH2:22][CH2:23][CH2:24][CH2:25]Br.Cl, predict the reaction product. (6) Given the reactants Br[C:2]1[CH:7]=[C:6]([O:8][CH3:9])[CH:5]=[CH:4][C:3]=1[C:10]([C:12]1[CH:17]=[CH:16][C:15]([O:18][CH2:19][CH2:20][N:21]2[CH2:26][CH2:25][CH2:24][CH2:23][CH2:22]2)=[C:14]([F:27])[CH:13]=1)=[O:11].[CH3:28][O:29][C:30]1[CH:31]=[C:32]2[C:37](=[CH:38][CH:39]=1)[CH:36]=[C:35]([Sn](C)(C)C)[CH2:34][CH2:33]2, predict the reaction product. The product is: [F:27][C:14]1[CH:13]=[C:12]([C:10]([C:3]2[CH:4]=[CH:5][C:6]([O:8][CH3:9])=[CH:7][C:2]=2[C:35]2[CH2:34][CH2:33][C:32]3[C:37](=[CH:38][CH:39]=[C:30]([O:29][CH3:28])[CH:31]=3)[CH:36]=2)=[O:11])[CH:17]=[CH:16][C:15]=1[O:18][CH2:19][CH2:20][N:21]1[CH2:26][CH2:25][CH2:24][CH2:23][CH2:22]1. (7) Given the reactants Br[C:2]1[CH:3]=[CH:4][C:5]([O:9][CH3:10])=[C:6]([CH:8]=1)[NH2:7].[CH3:11][PH:12](=[O:14])[CH3:13].P([O-])([O-])([O-])=O.[K+].[K+].[K+], predict the reaction product. The product is: [CH3:11][P:12]([C:2]1[CH:3]=[CH:4][C:5]([O:9][CH3:10])=[C:6]([CH:8]=1)[NH2:7])([CH3:13])=[O:14]. (8) Given the reactants Cl[C:2]1[N:12]=[CH:11][C:10]([S:13]([N:16]2[CH2:21][CH2:20][N:19]([CH2:22][CH3:23])[CH2:18][CH2:17]2)(=[O:15])=[O:14])=[CH:9][C:3]=1[C:4]([O:6][CH2:7][CH3:8])=[O:5].[O-:24][CH2:25][CH3:26].[Na+], predict the reaction product. The product is: [CH2:25]([O:24][C:2]1[N:12]=[CH:11][C:10]([S:13]([N:16]2[CH2:21][CH2:20][N:19]([CH2:22][CH3:23])[CH2:18][CH2:17]2)(=[O:15])=[O:14])=[CH:9][C:3]=1[C:4]([O:6][CH2:7][CH3:8])=[O:5])[CH3:26]. (9) Given the reactants Br[C:2]1[CH:3]=[N:4][CH:5]=[C:6]2[C:11]=1[N:10]=[C:9]([C:12]([NH2:14])=[O:13])[CH:8]=[CH:7]2.[F:15][C:16]1[CH:17]=[C:18](B(O)O)[CH:19]=[C:20]([F:23])[C:21]=1[F:22].C(=O)([O-])[O-].[Cs+].[Cs+], predict the reaction product. The product is: [F:15][C:16]1[CH:17]=[C:18]([C:2]2[CH:3]=[N:4][CH:5]=[C:6]3[C:11]=2[N:10]=[C:9]([C:12]([NH2:14])=[O:13])[CH:8]=[CH:7]3)[CH:19]=[C:20]([F:23])[C:21]=1[F:22].